Dataset: Full USPTO retrosynthesis dataset with 1.9M reactions from patents (1976-2016). Task: Predict the reactants needed to synthesize the given product. (1) Given the product [CH2:20]([NH:27][C:16]1[C:15]2[C:10](=[CH:11][C:12]([Cl:19])=[CH:13][CH:14]=2)[N:9]=[C:8]([C:5]2[CH:6]=[CH:7][C:2]([Br:1])=[CH:3][CH:4]=2)[N:17]=1)[C:21]1[CH:26]=[CH:25][CH:24]=[CH:23][CH:22]=1, predict the reactants needed to synthesize it. The reactants are: [Br:1][C:2]1[CH:7]=[CH:6][C:5]([C:8]2[N:17]=[C:16](Cl)[C:15]3[C:10](=[CH:11][C:12]([Cl:19])=[CH:13][CH:14]=3)[N:9]=2)=[CH:4][CH:3]=1.[CH2:20]([NH2:27])[C:21]1[CH:26]=[CH:25][CH:24]=[CH:23][CH:22]=1. (2) Given the product [CH3:24][O:23][C:18]1[CH:19]=[CH:20][CH:21]=[CH:22][C:17]=1[C:2]1[CH2:3][CH:4]2[NH:9][CH:7]([CH2:6][CH2:5]2)[CH:8]=1, predict the reactants needed to synthesize it. The reactants are: O[C:2]1([C:17]2[CH:22]=[CH:21][CH:20]=[CH:19][C:18]=2[O:23][CH3:24])[CH2:8][CH:7]2[N:9](C(OC(C)(C)C)=O)[CH:4]([CH2:5][CH2:6]2)[CH2:3]1. (3) The reactants are: Br[C:2]([CH3:14])([CH3:13])[C:3]([O:5][CH2:6][C:7]1[CH:12]=[CH:11][CH:10]=[CH:9][CH:8]=1)=[O:4].[O:15]1[CH2:20][CH2:19][CH2:18][CH2:17][C:16]1=[O:21].[In]. Given the product [OH:21][C:16]1([C:2]([CH3:14])([CH3:13])[C:3]([O:5][CH2:6][C:7]2[CH:12]=[CH:11][CH:10]=[CH:9][CH:8]=2)=[O:4])[CH2:17][CH2:18][CH2:19][CH2:20][O:15]1, predict the reactants needed to synthesize it. (4) The reactants are: C(NC(C)C)(C)C.C([Li])CCC.[CH3:13][C:14](=[O:22])/[CH:15]=[CH:16]/[CH2:17][CH2:18][CH2:19][CH2:20][CH3:21].[CH3:23][Si:24](Cl)([CH3:26])[CH3:25]. Given the product [CH3:23][Si:24]([CH3:26])([CH3:25])[O:22][C:14](/[CH:15]=[CH:16]/[CH2:17][CH2:18][CH2:19][CH2:20][CH3:21])=[CH2:13], predict the reactants needed to synthesize it. (5) Given the product [F:1][CH:31]1[CH2:30][CH2:29][CH2:28][CH2:27][CH:26]1[NH:25][C:23](=[O:24])[C:22]1[CH:21]=[C:20]([F:19])[C:34]([O:35][CH2:36][C:37]#[CH:38])=[C:33]([F:39])[CH:32]=1, predict the reactants needed to synthesize it. The reactants are: [F-:1].C([N+](CCCC)(CCCC)CCCC)CCC.[F:19][C:20]1[CH:21]=[C:22]([CH:32]=[C:33]([F:39])[C:34]=1[O:35][CH2:36][C:37]#[CH:38])[C:23]([N:25]1[CH:31]2[CH:26]1[CH2:27][CH2:28][CH2:29][CH2:30]2)=[O:24].[Cl-].[NH4+]. (6) Given the product [Cl:1][C:2]1[CH:8]=[C:7]([O:9][C:10]2[C:11]3[N:18]([CH2:19][CH2:20][O:21][CH2:22][CH2:23][O:24][CH3:25])[CH:17]=[CH:16][C:12]=3[N:13]=[CH:14][N:15]=2)[CH:6]=[CH:5][C:3]=1[NH:4][C:42]([NH:41][C:37]1[CH:38]=[CH:39][CH:40]=[C:35]([C:34]([F:33])([F:44])[F:45])[CH:36]=1)=[O:43], predict the reactants needed to synthesize it. The reactants are: [Cl:1][C:2]1[CH:8]=[C:7]([O:9][C:10]2[C:11]3[N:18]([CH2:19][CH2:20][O:21][CH2:22][CH2:23][O:24][CH3:25])[CH:17]=[CH:16][C:12]=3[N:13]=[CH:14][N:15]=2)[CH:6]=[CH:5][C:3]=1[NH2:4].C(N(CC)CC)C.[F:33][C:34]([F:45])([F:44])[C:35]1[CH:36]=[C:37]([N:41]=[C:42]=[O:43])[CH:38]=[CH:39][CH:40]=1. (7) The reactants are: C(=O)([O-])[O-].[K+].[K+].[F:7][C:8]([F:32])([F:31])[O:9][C:10]1[CH:30]=[CH:29][C:13]([CH2:14][O:15][C:16]2[CH:28]=[CH:27][C:19]([CH2:20][CH:21]3[CH2:26][CH2:25][NH:24][CH2:23][CH2:22]3)=[CH:18][CH:17]=2)=[CH:12][CH:11]=1.Cl[C:34]1[S:35][C:36]2[CH:42]=[C:41]([OH:43])[CH:40]=[CH:39][C:37]=2[N:38]=1. Given the product [F:32][C:8]([F:31])([F:7])[O:9][C:10]1[CH:11]=[CH:12][C:13]([CH2:14][O:15][C:16]2[CH:28]=[CH:27][C:19]([CH2:20][CH:21]3[CH2:26][CH2:25][N:24]([C:34]4[S:35][C:36]5[CH:42]=[C:41]([OH:43])[CH:40]=[CH:39][C:37]=5[N:38]=4)[CH2:23][CH2:22]3)=[CH:18][CH:17]=2)=[CH:29][CH:30]=1, predict the reactants needed to synthesize it.